From a dataset of Forward reaction prediction with 1.9M reactions from USPTO patents (1976-2016). Predict the product of the given reaction. (1) Given the reactants [Br:1][C:2]1[C:14]2[C:13]3[C:8](=[CH:9][CH:10]=[CH:11][CH:12]=3)[NH:7][C:6]=2[N:5]=[CH:4][CH:3]=1.[Cl:15]C1C=C2C(=CC=1)NC1=[N+]([O-])C=CC=C21.P(Br)(Br)(Br)=O, predict the reaction product. The product is: [Br:1][C:2]1[C:14]2[C:13]3[C:8](=[CH:9][CH:10]=[C:11]([Cl:15])[CH:12]=3)[NH:7][C:6]=2[N:5]=[CH:4][CH:3]=1. (2) The product is: [Cl:7][C:8]1[CH:22]=[C:21]([F:23])[C:11]([O:12][C:13]2[CH:20]=[CH:19][C:16]([CH:17]=[CH2:1])=[CH:15][CH:14]=2)=[C:10]([F:24])[CH:9]=1. Given the reactants [CH3:1]C([O-])(C)C.[K+].[Cl:7][C:8]1[CH:22]=[C:21]([F:23])[C:11]([O:12][C:13]2[CH:20]=[CH:19][C:16]([CH:17]=O)=[CH:15][CH:14]=2)=[C:10]([F:24])[CH:9]=1, predict the reaction product. (3) The product is: [Br:1][C:2]1[C:3]([C:8]([N:11]2[CH2:16][CH2:15][O:14][CH2:13][CH2:12]2)=[O:10])=[N:4][CH:5]=[CH:6][CH:7]=1. Given the reactants [Br:1][C:2]1[C:3]([C:8]([OH:10])=O)=[N:4][CH:5]=[CH:6][CH:7]=1.[NH:11]1[CH2:16][CH2:15][O:14][CH2:13][CH2:12]1.CCN=C=NCCCN(C)C.C1C=CC2N(O)N=NC=2C=1.C(N(CC)CC)C, predict the reaction product. (4) The product is: [C:28]1([C:27](=[N:26][CH:25]([C@H:12]([CH3:13])[CH2:14][CH:15]([CH3:20])[CH2:16][CH2:17][CH:18]=[CH2:19])[C:24]([O:23][CH2:21][CH3:22])=[O:40])[C:34]2[CH:39]=[CH:38][CH:37]=[CH:36][CH:35]=2)[CH:29]=[CH:30][CH:31]=[CH:32][CH:33]=1. Given the reactants CC1C=CC(S(O[C@H:12]([CH2:14][CH:15]([CH3:20])[CH2:16][CH2:17][CH:18]=[CH2:19])[CH3:13])(=O)=O)=CC=1.[CH2:21]([O:23][C:24](=[O:40])[CH2:25][N:26]=[C:27]([C:34]1[CH:39]=[CH:38][CH:37]=[CH:36][CH:35]=1)[C:28]1[CH:33]=[CH:32][CH:31]=[CH:30][CH:29]=1)[CH3:22].[Li+].C[Si]([N-][Si](C)(C)C)(C)C, predict the reaction product. (5) Given the reactants Cl[C:2]1[N:7]=[C:6]([C:8]2[C:9]([C:17]3[CH:18]=[C:19]([NH:23][C:24](=[O:33])[C:25]4[C:30]([F:31])=[CH:29][CH:28]=[CH:27][C:26]=4[F:32])[CH:20]=[CH:21][CH:22]=3)=[N:10][N:11]3[CH:16]=[CH:15][CH:14]=[CH:13][C:12]=23)[CH:5]=[CH:4][N:3]=1.[Cl:34][C:35]1[CH:36]=[C:37]([CH:39]=[CH:40][C:41]=1[O:42][CH2:43][CH2:44][N:45]([CH3:47])[CH3:46])[NH2:38], predict the reaction product. The product is: [Cl:34][C:35]1[CH:36]=[C:37]([NH:38][C:2]2[N:7]=[C:6]([C:8]3[C:9]([C:17]4[CH:18]=[C:19]([NH:23][C:24](=[O:33])[C:25]5[C:26]([F:32])=[CH:27][CH:28]=[CH:29][C:30]=5[F:31])[CH:20]=[CH:21][CH:22]=4)=[N:10][N:11]4[CH:16]=[CH:15][CH:14]=[CH:13][C:12]=34)[CH:5]=[CH:4][N:3]=2)[CH:39]=[CH:40][C:41]=1[O:42][CH2:43][CH2:44][N:45]([CH3:46])[CH3:47]. (6) Given the reactants [CH3:1][O:2][C:3]([C:5]1[S:9][C:8]2[CH:10]=[C:11]([C:14]#[C:15][Si](C)(C)C)[CH:12]=[CH:13][C:7]=2[CH:6]=1)=[O:4], predict the reaction product. The product is: [CH3:1][O:2][C:3]([C:5]1[S:9][C:8]2[CH:10]=[C:11]([C:14]#[CH:15])[CH:12]=[CH:13][C:7]=2[CH:6]=1)=[O:4]. (7) Given the reactants [CH2:1]([C:3]1[CH:8]=[CH:7][CH:6]=[CH:5][C:4]=1[C:9]1[CH:14]=[CH:13][C:12]([C:15](O)=O)=[CH:11][C:10]=1[CH2:18][O:19][CH3:20])[CH3:2].[NH2:21][C:22](=[N:41][OH:42])[C:23]1[CH:32]=[C:31]2[C:26]([CH2:27][CH2:28][N:29]([CH2:33][C:34]([O:36][C:37]([CH3:40])([CH3:39])[CH3:38])=[O:35])[CH2:30]2)=[CH:25][CH:24]=1, predict the reaction product. The product is: [CH2:1]([C:3]1[CH:8]=[CH:7][CH:6]=[CH:5][C:4]=1[C:9]1[CH:14]=[CH:13][C:12]([C:15]2[O:42][N:41]=[C:22]([C:23]3[CH:32]=[C:31]4[C:26]([CH2:27][CH2:28][N:29]([CH2:33][C:34]([O:36][C:37]([CH3:38])([CH3:39])[CH3:40])=[O:35])[CH2:30]4)=[CH:25][CH:24]=3)[N:21]=2)=[CH:11][C:10]=1[CH2:18][O:19][CH3:20])[CH3:2]. (8) Given the reactants CC([Si](C(C)C)(C(C)C)[N:5]1[C:13]2[C:8](=[CH:9][C:10](C(C3C=CC=CC=3C#N)=O)=[CH:11][CH:12]=2)[CH:7]=[N:6]1)C.[C:30](O)(=O)[CH2:31][C:32]([CH2:37][C:38]([OH:40])=[O:39])([C:34]([OH:36])=O)O.[CH2:43](O)[CH3:44], predict the reaction product. The product is: [NH:5]1[C:13]2[C:8](=[CH:9][C:10]([C:34]([C:32]3[CH:31]=[CH:30][CH:44]=[CH:43][C:37]=3[C:38]([OH:40])=[O:39])=[O:36])=[CH:11][CH:12]=2)[CH:7]=[N:6]1. (9) The product is: [NH2:3][C:4]1[CH:9]=[C:8]([C:10]([F:13])([F:12])[CH3:11])[N:7]=[C:6]([C:14]([OH:16])=[O:15])[C:5]=1[Cl:18]. Given the reactants [OH-].[Li+].[NH2:3][C:4]1[CH:9]=[C:8]([C:10]([F:13])([F:12])[CH3:11])[N:7]=[C:6]([C:14]([O:16]C)=[O:15])[C:5]=1[Cl:18], predict the reaction product.